Task: Predict which catalyst facilitates the given reaction.. Dataset: Catalyst prediction with 721,799 reactions and 888 catalyst types from USPTO Reactant: [Br:1][C:2]1[CH:3]=[N:4][C:5]2[C:10]([CH:11]=1)=[CH:9][C:8]([CH2:12][C:13]1O[C:16]([NH2:18])=[N:15][N:14]=1)=[CH:7][CH:6]=2.O.[NH2:20][NH2:21]. Product: [Br:1][C:2]1[CH:3]=[N:4][C:5]2[C:10]([CH:11]=1)=[CH:9][C:8]([CH2:12][C:13]1[N:20]([NH2:21])[C:16]([NH2:18])=[N:15][N:14]=1)=[CH:7][CH:6]=2. The catalyst class is: 6.